Dataset: Reaction yield outcomes from USPTO patents with 853,638 reactions. Task: Predict the reaction yield, written as a fraction of the theoretical maximum amount of product (1.0 means a 100% yield; for example, 0.34 means a 34% yield). (1) The reactants are [CH2:1]([N:3]1[C:11]2[C:6](=[CH:7][CH:8]=[C:9]([C:12]([F:15])([F:14])[F:13])[CH:10]=2)[C:5]([C:16]#[N:17])=[C:4]1[N:18]1[CH2:23][CH2:22][NH:21][CH2:20][CH2:19]1)[CH3:2].N1C=CC=CC=1.[CH:30]1([S:33](Cl)(=[O:35])=[O:34])[CH2:32][CH2:31]1. The catalyst is ClCCl. The product is [CH:30]1([S:33]([N:21]2[CH2:20][CH2:19][N:18]([C:4]3[N:3]([CH2:1][CH3:2])[C:11]4[C:6]([C:5]=3[C:16]#[N:17])=[CH:7][CH:8]=[C:9]([C:12]([F:14])([F:15])[F:13])[CH:10]=4)[CH2:23][CH2:22]2)(=[O:35])=[O:34])[CH2:32][CH2:31]1. The yield is 0.700. (2) The reactants are [C:1]([C:4]1[C:9]([NH:10][C:11]([C:13]2[CH:18]=[CH:17][CH:16]=[C:15]([CH3:19])[N:14]=2)=O)=[C:8]([CH3:20])[C:7]([O:21][CH3:22])=[CH:6][CH:5]=1)(=[O:3])[CH3:2].[OH-].[K+].O. The catalyst is N1C=CC=CC=1. The product is [OH:3][C:1]1[C:4]2[C:9](=[C:8]([CH3:20])[C:7]([O:21][CH3:22])=[CH:6][CH:5]=2)[N:10]=[C:11]([C:13]2[CH:18]=[CH:17][CH:16]=[C:15]([CH3:19])[N:14]=2)[CH:2]=1. The yield is 0.950. (3) The reactants are [CH3:1][C:2]([C:4]1[CH:9]=[CH:8][CH:7]=[C:6]([Br:10])[CH:5]=1)=O.C[Si]([N:15]=[C:16]=[N:17][Si](C)(C)C)(C)C. The catalyst is C(Cl)Cl.[Ti](Cl)(Cl)(Cl)Cl. The product is [Br:10][C:6]1[CH:5]=[C:4]([C:2](=[N:17][C:16]#[N:15])[CH3:1])[CH:9]=[CH:8][CH:7]=1. The yield is 1.00. (4) The reactants are [Cl:1][C:2]1[N:3]=[C:4]([N:13]2[CH2:18][CH2:17][O:16][CH2:15][CH2:14]2)[C:5]2[S:10][C:9]([CH:11]=O)=[CH:8][C:6]=2[N:7]=1.Cl.Cl.[CH3:21][C:22]1[N:23]([CH2:27][CH:28]2[CH2:33][CH2:32][NH:31][CH2:30][CH2:29]2)[CH:24]=[CH:25][N:26]=1. The product is [Cl:1][C:2]1[N:3]=[C:4]([N:13]2[CH2:18][CH2:17][O:16][CH2:15][CH2:14]2)[C:5]2[S:10][C:9]([CH2:11][N:31]3[CH2:32][CH2:33][CH:28]([CH2:27][N:23]4[CH:24]=[CH:25][N:26]=[C:22]4[CH3:21])[CH2:29][CH2:30]3)=[CH:8][C:6]=2[N:7]=1. No catalyst specified. The yield is 0.270. (5) The reactants are [NH2:1][CH2:2][CH2:3][NH:4][C:5](=[O:11])[O:6][C:7]([CH3:10])([CH3:9])[CH3:8].[Cl:12][C:13]1[S:17][C:16]([S:18](Cl)(=[O:20])=[O:19])=[CH:15][C:14]=1[N+:22]([O-:24])=[O:23].C(N(CC)CC)C. The product is [C:7]([O:6][C:5](=[O:11])[NH:4][CH2:3][CH2:2][NH:1][S:18]([C:16]1[S:17][C:13]([Cl:12])=[C:14]([N+:22]([O-:24])=[O:23])[CH:15]=1)(=[O:20])=[O:19])([CH3:8])([CH3:10])[CH3:9]. The catalyst is C1COCC1. The yield is 0.720.